Dataset: Full USPTO retrosynthesis dataset with 1.9M reactions from patents (1976-2016). Task: Predict the reactants needed to synthesize the given product. (1) Given the product [CH2:7]([N:4]([CH3:5])[C:15]([C:14]1[CH:18]=[CH:19][C:11]([Cl:10])=[C:12]([NH:20][C:21]([C:23]2[C:34](=[O:35])[NH:33][C:26]3[N:27]=[C:28]([O:31][CH3:32])[N:29]=[CH:30][C:25]=3[CH:24]=2)=[O:22])[CH:13]=1)=[O:16])[C:9]1[CH:49]=[CH:48][CH:47]=[CH:46][CH:45]=1, predict the reactants needed to synthesize it. The reactants are: C([N:4]([CH:7]([CH3:9])C)[CH2:5]C)(C)C.[Cl:10][C:11]1[CH:19]=[CH:18][C:14]([C:15](O)=[O:16])=[CH:13][C:12]=1[NH:20][C:21]([C:23]1[C:34](=[O:35])[NH:33][C:26]2[N:27]=[C:28]([O:31][CH3:32])[N:29]=[CH:30][C:25]=2[CH:24]=1)=[O:22].CN(C(ON1N=N[C:46]2[CH:47]=[CH:48][CH:49]=N[C:45]1=2)=[N+](C)C)C.F[P-](F)(F)(F)(F)F.C(CN)C1C=CC=CC=1. (2) Given the product [F:5][C:6]1[CH:7]=[CH:8][C:9]([N:12]([N:1]=[O:3])[CH2:13][C:14]([OH:16])=[O:15])=[CH:10][CH:11]=1, predict the reactants needed to synthesize it. The reactants are: [N:1]([O-:3])=O.[Na+].[F:5][C:6]1[CH:11]=[CH:10][C:9]([NH:12][CH2:13][C:14]([OH:16])=[O:15])=[CH:8][CH:7]=1. (3) Given the product [O:1]([C:8]1[CH:9]=[CH:10][C:11]([NH:12][C:22](=[O:24])[CH3:23])=[CH:13][CH:14]=1)[C:2]1[CH:3]=[CH:4][CH:5]=[CH:6][CH:7]=1, predict the reactants needed to synthesize it. The reactants are: [O:1]([C:8]1[CH:14]=[CH:13][C:11]([NH2:12])=[CH:10][CH:9]=1)[C:2]1[CH:7]=[CH:6][CH:5]=[CH:4][CH:3]=1.C(N(CC)CC)C.[C:22](OC(=O)C)(=[O:24])[CH3:23]. (4) Given the product [CH2:20]([N:27]1[CH2:2][CH:3]2[CH:19]([CH:4]2[C:5]2[CH:10]=[CH:9][C:8]([F:11])=[CH:7][CH:6]=2)[C:18]1=[O:17])[C:21]1[CH:26]=[CH:25][CH:24]=[CH:23][CH:22]=1, predict the reactants needed to synthesize it. The reactants are: Cl[CH2:2]/[CH:3]=[CH:4]/[C:5]1[CH:10]=[CH:9][C:8]([F:11])=[CH:7][CH:6]=1.[N+](=CC([O:17][CH2:18][CH3:19])=O)=[N-].[CH2:20]([NH2:27])[C:21]1[CH:26]=[CH:25][CH:24]=[CH:23][CH:22]=1.C(=O)(O)[O-].[Na+]. (5) Given the product [F:4][C:5]1[CH:10]=[CH:9][C:8]([CH2:11][O:12][C:13]2[CH:29]=[CH:28][C:27]([C:30]([F:31])([F:32])[F:33])=[CH:26][C:14]=2[C:15]([OH:17])=[O:16])=[CH:7][CH:6]=1, predict the reactants needed to synthesize it. The reactants are: [OH-].[Li+].O.[F:4][C:5]1[CH:10]=[CH:9][C:8]([CH2:11][O:12][C:13]2[CH:29]=[CH:28][C:27]([C:30]([F:33])([F:32])[F:31])=[CH:26][C:14]=2[C:15]([O:17]CC2C=CC(F)=CC=2)=[O:16])=[CH:7][CH:6]=1. (6) Given the product [CH2:48]([NH:47][C:46]([CH2:44][O:43][C:40]1[CH:41]=[CH:42][C:37]([CH2:36][C@H:32]([O:31][CH3:29])[C:33]([OH:35])=[O:34])=[CH:38][CH:39]=1)=[O:63])[CH2:49][CH2:50][CH2:51][CH2:52][CH2:53][CH3:54], predict the reactants needed to synthesize it. The reactants are: C(OC(=O)[C@@H](OC)CC1C=CC(OCC(O)=O)=CC=1)C.C(N)CCCCCC.[CH2:29]([O:31][C@@H:32]([CH2:36][C:37]1[CH:42]=[CH:41][C:40]([O:43][C@@H:44]([C:46](=[O:63])[NH:47][CH2:48][CH2:49][C:50]2C=[CH:54][C:53](OC3C=CC=CC=3)=[CH:52][CH:51]=2)C)=[CH:39][CH:38]=1)[C:33]([OH:35])=[O:34])C. (7) Given the product [Br:1][C:2]1[C:3]([N:9]([CH2:16][CH:17]=[CH2:18])[C:10](=[O:15])[C:11]([CH3:14])([CH3:13])[CH3:12])=[N:4][C:5]([O:20][CH3:19])=[CH:6][CH:7]=1, predict the reactants needed to synthesize it. The reactants are: [Br:1][C:2]1[C:3]([N:9]([CH2:16][CH:17]=[CH2:18])[C:10](=[O:15])[C:11]([CH3:14])([CH3:13])[CH3:12])=[N:4][C:5](Cl)=[CH:6][CH:7]=1.[CH3:19][O-:20].[Na+].O. (8) Given the product [NH:76]([C:90]([O:92][C:93]([CH3:94])([CH3:95])[CH3:96])=[O:91])[C@H:77]([C:59]([NH:48][C@H:49]([C:20]([NH:18][C@H:19]([C:31]([NH:22][CH2:23][C:28]([OH:30])=[O:29])=[O:32])[CH2:13][C:12](=[O:10])[NH2:11])=[O:21])[CH2:50][O:51][C:52]([CH3:53])([CH3:54])[CH3:55])=[O:61])[CH2:78][CH2:79][C:80](=[O:86])[O:81][C:82]([CH3:83])([CH3:84])[CH3:85], predict the reactants needed to synthesize it. The reactants are: C1C=CC2N([OH:10])N=NC=2C=1.[NH:11]1CCC[CH2:13][CH2:12]1.C[N:18]([CH:20]=[O:21])[CH3:19].[NH:22]([C:31](OCC1C2C(=CC=CC=2)C2C1=CC=CC=2)=[O:32])[C@H:23]([C:28]([OH:30])=[O:29])CC(=O)N.[NH:48]([C:59]([O:61]CC1C2C(=CC=CC=2)C2C1=CC=CC=2)=O)[C@H:49](C(O)=O)[CH2:50][O:51][C:52]([CH3:55])([CH3:54])[CH3:53].[NH:76]([C:90]([O:92][C:93]([CH3:96])([CH3:95])[CH3:94])=[O:91])[C@H:77](C(O)=O)[CH2:78][CH2:79][C:80](=[O:86])[O:81][C:82]([CH3:85])([CH3:84])[CH3:83].